This data is from Reaction yield outcomes from USPTO patents with 853,638 reactions. The task is: Predict the reaction yield, written as a fraction of the theoretical maximum amount of product (1.0 means a 100% yield; for example, 0.34 means a 34% yield). (1) The reactants are [CH:1]1([C:7]2[CH:8]=[C:9]([NH2:19])[CH:10]=[N:11][C:12]=2[O:13][CH2:14][C:15]([F:18])([F:17])[F:16])[CH2:6][CH2:5][CH2:4][CH2:3][CH2:2]1.[CH3:20][C:21]1[O:25][CH:24]=[N:23][C:22]=1[C:26](O)=[O:27]. No catalyst specified. The product is [CH:1]1([C:7]2[CH:8]=[C:9]([NH:19][C:26]([C:22]3[N:23]=[CH:24][O:25][C:21]=3[CH3:20])=[O:27])[CH:10]=[N:11][C:12]=2[O:13][CH2:14][C:15]([F:16])([F:17])[F:18])[CH2:2][CH2:3][CH2:4][CH2:5][CH2:6]1. The yield is 0.472. (2) The reactants are [H-].[Al+3].[Li+].[H-].[H-].[H-].[N:7]([C@@H:10]([C@H:14]([CH2:20][CH3:21])[CH2:15][C:16]([F:19])([F:18])[F:17])[C:11](O)=[O:12])=[N+]=[N-]. The catalyst is C1COCC1. The product is [NH2:7][C@@H:10]([C@H:14]([CH2:20][CH3:21])[CH2:15][C:16]([F:17])([F:18])[F:19])[CH2:11][OH:12]. The yield is 0.960. (3) The reactants are [N+]([C:4]1[CH:9]=[CH:8][CH:7]=[C:6]([N+:10]([O-:12])=[O:11])[CH:5]=1)([O-])=O.[Cl:13][C:14]1[CH:19]=[CH:18][C:17]([OH:20])=[CH:16][C:15]=1[CH2:21][CH3:22].C(=O)([O-])[O-].[Cs+].[Cs+]. The catalyst is CS(C)=O. The product is [Cl:13][C:14]1[CH:19]=[CH:18][C:17]([O:20][C:4]2[CH:5]=[C:6]([N+:10]([O-:12])=[O:11])[CH:7]=[CH:8][CH:9]=2)=[CH:16][C:15]=1[CH2:21][CH3:22]. The yield is 0.780. (4) The reactants are [O:1]=[C:2]1[C:10]2([C:14]3=[CH:15][C:16]4[O:20][CH2:19][O:18][C:17]=4[CH:21]=[C:13]3[O:12][CH2:11]2)[C:9]2[C:4](=[CH:5][CH:6]=[CH:7][CH:8]=2)[N:3]1[CH2:22][C:23]1[O:24][CH:25]=[C:26]([C:28]([OH:30])=O)[N:27]=1.O[N:32]1[C:36]2[CH:37]=CC=C[C:35]=2N=N1.C1(N)CC1. The catalyst is ClCCl. The product is [CH3:35][CH:36]([NH:32][C:28]([C:26]1[N:27]=[C:23]([CH2:22][N:3]2[C:4]3[C:9](=[CH:8][CH:7]=[CH:6][CH:5]=3)[C:10]3([C:14]4=[CH:15][C:16]5[O:20][CH2:19][O:18][C:17]=5[CH:21]=[C:13]4[O:12][CH2:11]3)[C:2]2=[O:1])[O:24][CH:25]=1)=[O:30])[CH3:37]. The yield is 0.910. (5) The reactants are Cl[CH:2]([C:11]1[N:15]([CH3:16])[CH:14]=[N:13][CH:12]=1)[C:3]1[CH:10]=[CH:9][C:6]([C:7]#[N:8])=[CH:5][CH:4]=1.[NH4+:17].[OH-]. The catalyst is C1COCC1.ClCCl. The product is [NH2:17][CH:2]([C:11]1[N:15]([CH3:16])[CH:14]=[N:13][CH:12]=1)[C:3]1[CH:10]=[CH:9][C:6]([C:7]#[N:8])=[CH:5][CH:4]=1. The yield is 0.770.